This data is from Reaction yield outcomes from USPTO patents with 853,638 reactions. The task is: Predict the reaction yield, written as a fraction of the theoretical maximum amount of product (1.0 means a 100% yield; for example, 0.34 means a 34% yield). (1) The reactants are [NH2:1][C:2]1[C:3]([F:33])=[CH:4][C:5]([F:32])=[C:6]([C:8]2[C:9](=[O:31])[N:10]([CH2:29][CH3:30])[C:11]3[C:16]([CH:17]=2)=[CH:15][N:14]=[C:13]([N:18]([CH2:20][C:21]2[CH:26]=[CH:25][C:24]([O:27][CH3:28])=[CH:23][CH:22]=2)[CH3:19])[CH:12]=3)[CH:7]=1.[F:34][C:35]1[CH:36]=[C:37]([N:42]=[C:43]=[O:44])[CH:38]=[C:39]([F:41])[CH:40]=1. The catalyst is O1CCOCC1. The product is [CH3:28][O:27][C:24]1[CH:25]=[CH:26][C:21]([CH2:20][N:18]([CH3:19])[C:13]2[N:14]=[CH:15][CH:16]3[CH:11]([CH:12]=2)[N:10]([CH2:29][CH3:30])[C:9](=[O:31])[C:8]([C:6]2[C:5]([F:32])=[CH:4][C:3]([F:33])=[C:2]([NH:1][C:43]([NH:42][C:37]4[CH:38]=[C:39]([F:41])[CH:40]=[C:35]([F:34])[CH:36]=4)=[O:44])[CH:7]=2)=[CH:17]3)=[CH:22][CH:23]=1. The yield is 0.690. (2) The reactants are [C:1]([O:5][C:6]([NH:8][C:9]([CH3:13])([CH3:12])[CH2:10][OH:11])=[O:7])([CH3:4])([CH3:3])[CH3:2].[OH-].[Na+].[C:16]1([CH3:26])[CH:21]=[CH:20][C:19]([S:22](Cl)(=[O:24])=[O:23])=[CH:18][CH:17]=1. The catalyst is CCOCC. The product is [C:16]1([CH3:26])[CH:21]=[CH:20][C:19]([S:22]([O:11][CH2:10][C:9]([NH:8][C:6]([O:5][C:1]([CH3:4])([CH3:3])[CH3:2])=[O:7])([CH3:13])[CH3:12])(=[O:24])=[O:23])=[CH:18][CH:17]=1. The yield is 0.822. (3) The reactants are [Br:1][C:2]1[C:14]2[C:13]3[C:8](=[CH:9][C:10]([CH:15]=O)=[CH:11][CH:12]=3)[NH:7][C:6]=2[C:5]([C:17]([NH2:19])=[O:18])=[CH:4][CH:3]=1.Cl.[NH2:21][OH:22].C(=O)([O-])[O-].[Na+].[Na+]. The catalyst is C(O)C. The yield is 0.530. The product is [Br:1][C:2]1[C:14]2[C:13]3[C:8](=[CH:9][C:10](/[CH:15]=[N:21]/[OH:22])=[CH:11][CH:12]=3)[NH:7][C:6]=2[C:5]([C:17]([NH2:19])=[O:18])=[CH:4][CH:3]=1. (4) The reactants are [NH2:1][C:2]1[C:7]([F:8])=[C:6]([C:9]2[CH:14]=[C:13]([F:15])[C:12]([Si](C)(C)C)=[CH:11][C:10]=2[F:20])[N:5]=[C:4]([C:21]([O:23][CH3:24])=[O:22])[C:3]=1[Cl:25].[I:26]Cl.[O-]S([O-])=O.[Na+].[Na+]. The catalyst is C(Cl)Cl. The product is [NH2:1][C:2]1[C:7]([F:8])=[C:6]([C:9]2[CH:14]=[C:13]([F:15])[C:12]([I:26])=[CH:11][C:10]=2[F:20])[N:5]=[C:4]([C:21]([O:23][CH3:24])=[O:22])[C:3]=1[Cl:25]. The yield is 0.744. (5) The yield is 0.970. The product is [CH3:16][O:15][C:13]([NH:1][C@@H:2]([C@@H:6]([CH3:9])[CH2:7][CH3:8])[C:3]([OH:5])=[O:4])=[O:14]. The reactants are [NH2:1][C@@H:2]([C@@H:6]([CH3:9])[CH2:7][CH3:8])[C:3]([OH:5])=[O:4].[OH-].[Na+].Cl[C:13]([O:15][CH3:16])=[O:14]. The catalyst is O1CCOCC1.CCOC(C)=O. (6) The reactants are [CH3:1][C:2]1[C:10]2[N:9]=[C:8]([CH2:11][CH2:12][CH3:13])[N:7]([CH2:14][CH2:15]O)[C:6]=2[CH:5]=[C:4]([C:17]2[CH:22]=[CH:21][CH:20]=[CH:19][CH:18]=2)[CH:3]=1.C(Br)(Br)(Br)[Br:24].C1C=CC(P(C2C=CC=CC=2)C2C=CC=CC=2)=CC=1. The catalyst is C(Cl)Cl. The product is [Br:24][CH2:15][CH2:14][N:7]1[C:6]2[CH:5]=[C:4]([C:17]3[CH:22]=[CH:21][CH:20]=[CH:19][CH:18]=3)[CH:3]=[C:2]([CH3:1])[C:10]=2[N:9]=[C:8]1[CH2:11][CH2:12][CH3:13]. The yield is 0.750. (7) The reactants are [CH3:1][NH:2][C:3](=O)[CH2:4][C:5]12[CH2:14][CH:9]3[CH2:10][CH:11]([CH2:13][CH:7]([CH2:8]3)[CH2:6]1)[CH2:12]2.[H-].[Al+3].[Li+].[H-].[H-].[H-].C(OCC)(=O)C. The yield is 0.660. The product is [C:5]12([CH2:4][CH2:3][NH:2][CH3:1])[CH2:12][CH:11]3[CH2:10][CH:9]([CH2:8][CH:7]([CH2:13]3)[CH2:6]1)[CH2:14]2. The catalyst is O1CCCC1.C(OCC)C. (8) The reactants are [F:1][C:2]1[CH:7]=[CH:6][C:5]([C:8]2[C:12]([CH2:13][O:14][C:15]3[CH:16]=[C:17]([C:21]([OH:23])=O)[N:18]([CH3:20])[N:19]=3)=[C:11]([CH3:24])[O:10][N:9]=2)=[CH:4][CH:3]=1.Cl.[OH:26][CH:27]1[CH2:30][NH:29][CH2:28]1. No catalyst specified. The product is [F:1][C:2]1[CH:3]=[CH:4][C:5]([C:8]2[C:12]([CH2:13][O:14][C:15]3[CH:16]=[C:17]([C:21]([N:29]4[CH2:30][CH:27]([OH:26])[CH2:28]4)=[O:23])[N:18]([CH3:20])[N:19]=3)=[C:11]([CH3:24])[O:10][N:9]=2)=[CH:6][CH:7]=1. The yield is 0.170. (9) The reactants are Cl[C:2](Cl)([O:4]C(=O)OC(Cl)(Cl)Cl)Cl.[F:13][C:14]([F:25])([F:24])[O:15][C:16]1[CH:23]=[CH:22][CH:21]=[CH:20][C:17]=1[CH2:18][NH2:19].C(N(C(C)C)CC)(C)C.Cl.[Cl:36][C:37]1[CH:38]=[C:39]([CH:47]=[CH:48][C:49]=1[Cl:50])[O:40][CH:41]1[CH2:46][CH2:45][NH:44][CH2:43][CH2:42]1. The catalyst is ClCCl. The product is [F:13][C:14]([F:24])([F:25])[O:15][C:16]1[CH:23]=[CH:22][CH:21]=[CH:20][C:17]=1[CH2:18][NH:19][C:2]([N:44]1[CH2:45][CH2:46][CH:41]([O:40][C:39]2[CH:47]=[CH:48][C:49]([Cl:50])=[C:37]([Cl:36])[CH:38]=2)[CH2:42][CH2:43]1)=[O:4]. The yield is 0.125. (10) The product is [CH2:9]([NH:16][C:18]1[CH:25]=[CH:24][C:21]([C:22]#[N:23])=[CH:20][CH:19]=1)[C:10]1[CH:15]=[CH:14][CH:13]=[CH:12][CH:11]=1. The catalyst is [Cu]I.CCCCCC.C(OCC)(=O)C.CC(O)C. The reactants are [O-]P([O-])([O-])=O.[K+].[K+].[K+].[CH2:9]([NH2:16])[C:10]1[CH:15]=[CH:14][CH:13]=[CH:12][CH:11]=1.I[C:18]1[CH:25]=[CH:24][C:21]([C:22]#[N:23])=[CH:20][CH:19]=1.C(O)CO. The yield is 0.790.